The task is: Predict the product of the given reaction.. This data is from Forward reaction prediction with 1.9M reactions from USPTO patents (1976-2016). (1) Given the reactants [CH:1]12[CH:16]=[CH:15][CH:5]([O:6][N:7]1[C:8]([O:10][C:11]([CH3:14])([CH3:13])[CH3:12])=[O:9])[CH2:4][CH2:3][CH2:2]2.[H][H], predict the reaction product. The product is: [CH:1]12[CH2:16][CH2:15][CH:5]([O:6][N:7]1[C:8]([O:10][C:11]([CH3:12])([CH3:14])[CH3:13])=[O:9])[CH2:4][CH2:3][CH2:2]2. (2) Given the reactants C(O[CH:5]([CH:10]([CH3:15])[CH2:11][CH:12]([CH3:14])[CH3:13])[CH2:6][N+:7]([O-:9])=[O:8])(=O)C.C(N(CC)CC)C.[S:23]1[CH2:28][CH:27]([OH:29])[S:23][CH2:28][CH:27]1[OH:29], predict the reaction product. The product is: [CH3:14][CH:12]([CH3:13])[CH2:11][CH:10]([CH:5]1[S:23][CH2:28][CH:27]([OH:29])[CH:6]1[N+:7]([O-:9])=[O:8])[CH3:15]. (3) Given the reactants [CH3:1][O:2][C:3]1[CH:4]=[C:5]([CH:14]=[CH:15][CH:16]=1)[CH2:6][C@@H:7]([C:9]([O:11][CH2:12][CH3:13])=[O:10])[NH2:8].[C:17]([O:21][C:22]([NH:24][CH2:25][C:26](O)=[O:27])=[O:23])([CH3:20])([CH3:19])[CH3:18].CN(C(ON1N=NC2C=CC=NC1=2)=[N+](C)C)C.F[P-](F)(F)(F)(F)F.CCN(C(C)C)C(C)C, predict the reaction product. The product is: [C:17]([O:21][C:22]([NH:24][CH2:25][C:26]([NH:8][C@H:7]([C:9]([O:11][CH2:12][CH3:13])=[O:10])[CH2:6][C:5]1[CH:14]=[CH:15][CH:16]=[C:3]([O:2][CH3:1])[CH:4]=1)=[O:27])=[O:23])([CH3:20])([CH3:19])[CH3:18]. (4) The product is: [Cl:33][C:29]1[CH:28]=[C:27]([C:25]2[O:24][N:23]=[C:22]([CH2:21][CH:17]3[C:14]4=[N:15][N:16]=[C:12]([C:9]5[CH:8]=[CH:7][N:6]=[CH:11][CH:10]=5)[N:13]4[CH2:19][CH2:18]3)[N:26]=2)[CH:32]=[CH:31][CH:30]=1. Given the reactants [Li]CCCC.[N:6]1[CH:11]=[CH:10][C:9]([C:12]2[N:13]3[CH2:19][CH2:18][CH2:17][C:14]3=[N:15][N:16]=2)=[CH:8][CH:7]=1.Br[CH2:21][C:22]1[N:26]=[C:25]([C:27]2[CH:32]=[CH:31][CH:30]=[C:29]([Cl:33])[CH:28]=2)[O:24][N:23]=1.[NH4+].[Cl-], predict the reaction product. (5) Given the reactants [Br:1][C:2]1[C:8]([C:9]([F:12])([F:11])[F:10])=[CH:7][CH:6]=[CH:5][C:3]=1N.OS(O)(=O)=O.N([O-])=O.[Na+].[I-:22].[K+].II.[O-]S([O-])=O.[Na+].[Na+], predict the reaction product. The product is: [Br:1][C:2]1[C:8]([C:9]([F:12])([F:11])[F:10])=[CH:7][CH:6]=[CH:5][C:3]=1[I:22]. (6) Given the reactants [CH3:1][C:2]1[CH:3]=[C:4]([OH:9])[CH:5]=[CH:6][C:7]=1[CH3:8].[CH2:10]([CH:12]1[O:14][CH2:13]1)Cl, predict the reaction product. The product is: [CH3:1][C:2]1[CH:3]=[C:4]([CH:5]=[CH:6][C:7]=1[CH3:8])[O:9][CH2:10][CH:12]1[CH2:13][O:14]1. (7) Given the reactants [CH3:1][O:2][C:3]1[CH:8]=[C:7]([CH2:9][OH:10])[CH:6]=[C:5]([CH3:11])[N:4]=1.C1C(=O)N([Br:19])C(=O)C1.[OH-].[Na+], predict the reaction product. The product is: [Br:19][C:6]1[C:5]([CH3:11])=[N:4][C:3]([O:2][CH3:1])=[CH:8][C:7]=1[CH2:9][OH:10]. (8) Given the reactants [Br:1][C:2]1[CH:7]=[CH:6][C:5]([C:8]([OH:11])([CH3:10])[CH3:9])=[CH:4][CH:3]=1.I[CH3:13].[H-].[Na+], predict the reaction product. The product is: [Br:1][C:2]1[CH:3]=[CH:4][C:5]([C:8]([O:11][CH3:13])([CH3:9])[CH3:10])=[CH:6][CH:7]=1.